This data is from Forward reaction prediction with 1.9M reactions from USPTO patents (1976-2016). The task is: Predict the product of the given reaction. (1) Given the reactants [H-].[Na+].[CH2:3]([N:7]1[C:11]([C:12]2[CH:17]=[CH:16][N:15]=[CH:14][CH:13]=2)=[C:10]([C:18]([O:20]CC)=O)[CH:9]=[N:8]1)[CH:4]([CH3:6])[CH3:5].O[N:24]=[C:25]([C:27]1[CH:32]=[CH:31][C:30]([CH2:33][OH:34])=[CH:29][CH:28]=1)[NH2:26].O, predict the reaction product. The product is: [CH2:3]([N:7]1[C:11]([C:12]2[CH:13]=[CH:14][N:15]=[CH:16][CH:17]=2)=[C:10]([C:18]2[O:20][N:26]=[C:25]([C:27]3[CH:32]=[CH:31][C:30]([CH2:33][OH:34])=[CH:29][CH:28]=3)[N:24]=2)[CH:9]=[N:8]1)[CH:4]([CH3:5])[CH3:6]. (2) Given the reactants [N:1]([CH2:4][C@@H:5]1[O:9][C:8](=[O:10])[N:7]([C:11]2[CH:16]=[CH:15][C:14]([N:17]3[CH2:22][CH2:21][Si:20]([CH3:24])([CH3:23])[CH2:19][CH2:18]3)=[C:13]([F:25])[CH:12]=2)[CH2:6]1)=[N+:2]=[N-:3].O.O1CCO[CH2:29][CH2:28]1, predict the reaction product. The product is: [N:1]1([CH2:4][C@@H:5]2[O:9][C:8](=[O:10])[N:7]([C:11]3[CH:16]=[CH:15][C:14]([N:17]4[CH2:22][CH2:21][Si:20]([CH3:23])([CH3:24])[CH2:19][CH2:18]4)=[C:13]([F:25])[CH:12]=3)[CH2:6]2)[CH:29]=[CH:28][N:3]=[N:2]1. (3) Given the reactants C(N(CC)CC)C.[Br:8][C:9]1[S:13][C:12]([CH2:14][O:15][CH2:16][CH2:17][CH2:18][CH2:19][CH2:20][CH2:21][OH:22])=[CH:11][CH:10]=1.[C:23](Cl)(=[O:27])[C:24]([CH3:26])=[CH2:25], predict the reaction product. The product is: [Br:8][C:9]1[S:13][C:12]([CH2:14][O:15][CH2:16][CH2:17][CH2:18][CH2:19][CH2:20][CH2:21][O:22][C:23](=[O:27])[C:24]([CH3:26])=[CH2:25])=[CH:11][CH:10]=1. (4) Given the reactants [CH3:1][C:2]([CH3:4])=O.[Cl:5][C:6]1[CH:11]=[CH:10][C:9]([CH:12]([C:15]2[C:23]3[C:18](=[CH:19][C:20]([C:24]4[C:25]5[C@H:32]([CH3:33])[CH2:31][CH2:30][C:26]=5[N:27]=[CH:28][N:29]=4)=[CH:21][CH:22]=3)[NH:17][CH:16]=2)[CH2:13][NH2:14])=[CH:8][CH:7]=1.C(N(CC)C(C)C)(C)C.C(O[BH-](OC(=O)C)OC(=O)C)(=O)C.[Na+].C([O-])(O)=O.[Na+], predict the reaction product. The product is: [Cl:5][C:6]1[CH:11]=[CH:10][C:9]([C@H:12]([C:15]2[C:23]3[C:18](=[CH:19][C:20]([C:24]4[C:25]5[C@H:32]([CH3:33])[CH2:31][CH2:30][C:26]=5[N:27]=[CH:28][N:29]=4)=[CH:21][CH:22]=3)[NH:17][CH:16]=2)[CH2:13][NH:14][CH:2]([CH3:4])[CH3:1])=[CH:8][CH:7]=1. (5) Given the reactants ClC1C=C(C(C2C=CC(CN3CCCC3)=C(Cl)C=2)(C2C=CC=CC=2)O)C=CC=1CN1CCCC1.[Cl:35][C:36]1[CH:37]=[C:38]2[C:47](=[CH:48][CH:49]=1)[C:46]([NH2:50])=[C:45]1[C:40]([CH:41]=[CH:42][C:43]([O:51][CH3:52])=[CH:44]1)=[N:39]2.ClC1C=C2C(C(N)=CCN2[C:64]([C:83]2[CH:88]=[CH:87][C:86]([Cl:89])=[CH:85][CH:84]=2)([C:71]2[CH:76]=[CH:75][C:74]([CH2:77][N:78]3[CH2:82][CH2:81][CH2:80][CH2:79]3)=[CH:73][CH:72]=2)[C:65]2[CH:70]=[CH:69][CH:68]=[CH:67][CH:66]=2)=CC=1, predict the reaction product. The product is: [Cl:89][C:86]1[CH:87]=[CH:88][C:83]([C:64]([C:71]2[CH:76]=[CH:75][C:74]([CH2:77][N:78]3[CH2:82][CH2:81][CH2:80][CH2:79]3)=[CH:73][CH:72]=2)([C:65]2[CH:70]=[CH:69][CH:68]=[CH:67][CH:66]=2)[N:39]2[C:38]3[C:47](=[CH:48][CH:49]=[C:36]([Cl:35])[CH:37]=3)[CH:46]([NH2:50])[C:45]3[CH:44]=[C:43]([O:51][CH3:52])[CH:42]=[CH:41][C:40]2=3)=[CH:84][CH:85]=1.